Dataset: Catalyst prediction with 721,799 reactions and 888 catalyst types from USPTO. Task: Predict which catalyst facilitates the given reaction. (1) Reactant: [NH2:1][C:2]([C:6]1[CH:11]=[CH:10][CH:9]=[C:8]([Br:12])[CH:7]=1)([CH3:5])[C:3]#N.C[CH2:14][O:15]C(C)=O.[OH2:19]. Product: [CH3:14][O:15][C:3](=[O:19])[C:2]([NH2:1])([C:6]1[CH:11]=[CH:10][CH:9]=[C:8]([Br:12])[CH:7]=1)[CH3:5]. The catalyst class is: 209. (2) Reactant: Cl.[Cl:2][C:3]1[CH:8]=[CH:7][C:6]([OH:9])=[CH:5][C:4]=1[C:10]1[N:15]=[C:14]([NH:16][CH:17]2[CH2:22][CH2:21][NH:20][CH2:19][C:18]2([F:24])[F:23])[C:13]([CH3:25])=[C:12]([C:26]2[C:27]([CH3:32])=[N:28][O:29][C:30]=2[CH3:31])[N:11]=1.C=O.[CH3:35]C(O)=O.[BH3-]C#N.[Na+]. Product: [Cl:2][C:3]1[CH:8]=[CH:7][C:6]([OH:9])=[CH:5][C:4]=1[C:10]1[N:15]=[C:14]([NH:16][CH:17]2[CH2:22][CH2:21][N:20]([CH3:35])[CH2:19][C:18]2([F:23])[F:24])[C:13]([CH3:25])=[C:12]([C:26]2[C:27]([CH3:32])=[N:28][O:29][C:30]=2[CH3:31])[N:11]=1. The catalyst class is: 5. (3) Reactant: [C:1]([N:8]([C:21]1[NH:25][C:24]2[C:26]([C@H:41]3[CH2:45][CH2:44][CH2:43][O:42]3)=[C:27]([F:40])[C:28]([C:30]3[CH:31]=[N:32][C:33]([C:36]([OH:39])([CH3:38])[CH3:37])=[N:34][CH:35]=3)=[CH:29][C:23]=2[N:22]=1)[C:9](=[O:20])[N:10]([C:13]([O:15][C:16]([CH3:19])([CH3:18])[CH3:17])=[O:14])[CH2:11][CH3:12])([O:3][C:4]([CH3:7])([CH3:6])[CH3:5])=[O:2].N1C=NN=N1.CC(N([P:58]([O:67][CH2:68][C:69]1[CH:74]=[CH:73][CH:72]=[CH:71][CH:70]=1)[O:59]CC1C=CC=CC=1)C(C)C)C.C1C=C(Cl)C=C(C(OO)=[O:83])C=1. Product: [CH2:68]([O:67][P:58]([OH:59])([O:42][CH2:41][C:26]1[CH:24]=[CH:23][CH:29]=[CH:28][CH:27]=1)=[O:83])[C:69]1[CH:70]=[CH:71][CH:72]=[CH:73][CH:74]=1.[C:1]([N:8]([C:21]1[NH:25][C:24]2[C:26]([C@H:41]3[CH2:45][CH2:44][CH2:43][O:42]3)=[C:27]([F:40])[C:28]([C:30]3[CH:31]=[N:32][C:33]([C:36]([OH:39])([CH3:38])[CH3:37])=[N:34][CH:35]=3)=[CH:29][C:23]=2[N:22]=1)[C:9](=[O:20])[N:10]([C:13]([O:15][C:16]([CH3:17])([CH3:19])[CH3:18])=[O:14])[CH2:11][CH3:12])([O:3][C:4]([CH3:5])([CH3:6])[CH3:7])=[O:2]. The catalyst class is: 2. (4) Reactant: [CH2:1]([NH2:3])[CH3:2].C(N(CC)CC)C.[Cl:11][C:12]1[N:17]=[CH:16][C:15]([C:18](Cl)=[O:19])=[CH:14][N:13]=1. Product: [Cl:11][C:12]1[N:17]=[CH:16][C:15]([C:18]([NH:3][CH2:1][CH3:2])=[O:19])=[CH:14][N:13]=1. The catalyst class is: 4. (5) The catalyst class is: 48. Product: [C:1]([O:4][CH2:5][CH:6]1[C:17]2=[C:18]3[C:23](=[C:24]([O:26][CH2:27][C:28]4[CH:33]=[CH:32][CH:31]=[CH:30][CH:29]=4)[CH:25]=[C:16]2[N:8]([C:9]([O:11][C:12]([CH3:15])([CH3:14])[CH3:13])=[O:10])[CH2:7]1)[N:22]=[CH:21][CH:20]=[CH:19]3)(=[O:3])[CH3:2]. Reactant: [C:1]([O:4][CH:5]=[CH:6][CH2:7][N:8]([C:16]1[C:17](I)=[C:18]2[C:23](=[C:24]([O:26][CH2:27][C:28]3[CH:33]=[CH:32][CH:31]=[CH:30][CH:29]=3)[CH:25]=1)[N:22]=[CH:21][CH:20]=[CH:19]2)[C:9]([O:11][C:12]([CH3:15])([CH3:14])[CH3:13])=[O:10])(=[O:3])[CH3:2].CC(N=NC(C#N)(C)C)(C#N)C.CCCC[SnH](CCCC)CCCC. (6) Reactant: [OH-].[Na+].[C:3]([O:9][CH2:10][CH3:11])(=[O:8])[CH2:4][C:5]([CH3:7])=[O:6].[CH3:12][C:13]1[CH:21]=[CH:20]C(C(Cl)=O)=[CH:15][CH:14]=1. Product: [CH3:12][C:13]1[CH:21]=[CH:20][C:7]([C:5]([CH2:4][C:3]([O:9][CH2:10][CH3:11])=[O:8])=[O:6])=[CH:15][CH:14]=1. The catalyst class is: 226.